This data is from Peptide-MHC class I binding affinity with 185,985 pairs from IEDB/IMGT. The task is: Regression. Given a peptide amino acid sequence and an MHC pseudo amino acid sequence, predict their binding affinity value. This is MHC class I binding data. (1) The peptide sequence is QVGTYGLNTF. The binding affinity (normalized) is 0.383. The MHC is HLA-A23:01 with pseudo-sequence HLA-A23:01. (2) The peptide sequence is EFFDTEPQL. The MHC is HLA-A31:01 with pseudo-sequence HLA-A31:01. The binding affinity (normalized) is 0.0847. (3) The MHC is HLA-A32:01 with pseudo-sequence HLA-A32:01. The peptide sequence is KAALDLSHFL. The binding affinity (normalized) is 0. (4) The binding affinity (normalized) is 0.544. The peptide sequence is LTAPAGGDPEV. The MHC is Mamu-A01 with pseudo-sequence Mamu-A01. (5) The peptide sequence is LMRRFRFTV. The MHC is HLA-B39:01 with pseudo-sequence HLA-B39:01. The binding affinity (normalized) is 0.0847. (6) The peptide sequence is RLASTVIYR. The MHC is HLA-A11:01 with pseudo-sequence HLA-A11:01. The binding affinity (normalized) is 0.360.